Dataset: Full USPTO retrosynthesis dataset with 1.9M reactions from patents (1976-2016). Task: Predict the reactants needed to synthesize the given product. The reactants are: [Br:1][C:2]1[CH:13]=[CH:12][C:5](/[CH:6]=[N:7]/[NH:8][C:9]([NH2:11])=[O:10])=[C:4]([F:14])[CH:3]=1.BrBr.CCOCC. Given the product [Br:1][C:2]1[CH:13]=[CH:12][C:5]([C:6]2[NH:11][C:9](=[O:10])[NH:8][N:7]=2)=[C:4]([F:14])[CH:3]=1, predict the reactants needed to synthesize it.